This data is from NCI-60 drug combinations with 297,098 pairs across 59 cell lines. The task is: Regression. Given two drug SMILES strings and cell line genomic features, predict the synergy score measuring deviation from expected non-interaction effect. (1) Drug 1: C1=CC(=C2C(=C1NCCNCCO)C(=O)C3=C(C=CC(=C3C2=O)O)O)NCCNCCO. Drug 2: CC1C(C(CC(O1)OC2CC(CC3=C2C(=C4C(=C3O)C(=O)C5=C(C4=O)C(=CC=C5)OC)O)(C(=O)CO)O)N)O.Cl. Cell line: K-562. Synergy scores: CSS=47.7, Synergy_ZIP=-4.95, Synergy_Bliss=-7.16, Synergy_Loewe=-3.32, Synergy_HSA=-1.66. (2) Drug 1: CC12CCC3C(C1CCC2O)C(CC4=C3C=CC(=C4)O)CCCCCCCCCS(=O)CCCC(C(F)(F)F)(F)F. Drug 2: C1=NC2=C(N1)C(=S)N=CN2. Cell line: NCI/ADR-RES. Synergy scores: CSS=21.6, Synergy_ZIP=-1.79, Synergy_Bliss=2.60, Synergy_Loewe=-12.8, Synergy_HSA=0.400. (3) Drug 1: C1=NC(=NC(=O)N1C2C(C(C(O2)CO)O)O)N. Drug 2: C1=NC2=C(N1)C(=S)N=CN2. Cell line: SW-620. Synergy scores: CSS=46.0, Synergy_ZIP=-1.12, Synergy_Bliss=2.56, Synergy_Loewe=1.72, Synergy_HSA=6.28. (4) Drug 1: CC12CCC(CC1=CCC3C2CCC4(C3CC=C4C5=CN=CC=C5)C)O. Drug 2: CC1=C2C(C(=O)C3(C(CC4C(C3C(C(C2(C)C)(CC1OC(=O)C(C(C5=CC=CC=C5)NC(=O)C6=CC=CC=C6)O)O)OC(=O)C7=CC=CC=C7)(CO4)OC(=O)C)O)C)OC(=O)C. Cell line: COLO 205. Synergy scores: CSS=61.4, Synergy_ZIP=19.2, Synergy_Bliss=18.1, Synergy_Loewe=-32.0, Synergy_HSA=14.0. (5) Drug 1: CC1CCC2CC(C(=CC=CC=CC(CC(C(=O)C(C(C(=CC(C(=O)CC(OC(=O)C3CCCCN3C(=O)C(=O)C1(O2)O)C(C)CC4CCC(C(C4)OC)OCCO)C)C)O)OC)C)C)C)OC. Drug 2: C#CCC(CC1=CN=C2C(=N1)C(=NC(=N2)N)N)C3=CC=C(C=C3)C(=O)NC(CCC(=O)O)C(=O)O. Cell line: HL-60(TB). Synergy scores: CSS=70.8, Synergy_ZIP=1.67, Synergy_Bliss=-0.696, Synergy_Loewe=-1.56, Synergy_HSA=0.339.